From a dataset of KCNQ2 potassium channel screen with 302,405 compounds. Binary Classification. Given a drug SMILES string, predict its activity (active/inactive) in a high-throughput screening assay against a specified biological target. The compound is S(=O)(=O)(N1CCCCCC1)c1ccc(NC(=O)COc2cc3c(cc2)cccc3)cc1. The result is 0 (inactive).